This data is from Forward reaction prediction with 1.9M reactions from USPTO patents (1976-2016). The task is: Predict the product of the given reaction. (1) Given the reactants C([O:4][CH2:5][C:6]([N:8]1[CH2:13][CH2:12][CH:11]([NH:14][C:15]([C:17]2[N:29]([CH3:30])[C:28]3[C:27]4[CH:26]=[CH:25][CH:24]=[CH:23][C:22]=4[N:21]([CH2:31][C:32]4[CH:37]=[CH:36][CH:35]=[CH:34][C:33]=4[Cl:38])[C:20](=[O:39])[C:19]=3[C:18]=2[O:40][CH3:41])=[O:16])[CH2:10][CH2:9]1)=[O:7])(=O)C.C(=O)([O-])[O-].[K+].[K+].CO.O, predict the reaction product. The product is: [Cl:38][C:33]1[CH:34]=[CH:35][CH:36]=[CH:37][C:32]=1[CH2:31][N:21]1[C:22]2[CH:23]=[CH:24][CH:25]=[CH:26][C:27]=2[C:28]2[N:29]([CH3:30])[C:17]([C:15]([NH:14][CH:11]3[CH2:10][CH2:9][N:8]([C:6](=[O:7])[CH2:5][OH:4])[CH2:13][CH2:12]3)=[O:16])=[C:18]([O:40][CH3:41])[C:19]=2[C:20]1=[O:39]. (2) Given the reactants [Cl:1][C:2]1[CH:3]=[CH:4][C:5]2[N:11]3[CH:12]=[CH:13][N:14]=[C:10]3[C@@H:9]([CH2:15][CH:16]3OCC[O:17]3)[O:8][C@H:7]([C:21]3[CH:26]=[CH:25][CH:24]=[C:23]([O:27][CH3:28])[C:22]=3[O:29][CH3:30])[C:6]=2[CH:31]=1.Cl(O)(=O)(=O)=O, predict the reaction product. The product is: [Cl:1][C:2]1[CH:3]=[CH:4][C:5]2[N:11]3[CH:12]=[CH:13][N:14]=[C:10]3[C@@H:9]([CH2:15][CH2:16][OH:17])[O:8][C@H:7]([C:21]3[CH:26]=[CH:25][CH:24]=[C:23]([O:27][CH3:28])[C:22]=3[O:29][CH3:30])[C:6]=2[CH:31]=1.